Dataset: Reaction yield outcomes from USPTO patents with 853,638 reactions. Task: Predict the reaction yield, written as a fraction of the theoretical maximum amount of product (1.0 means a 100% yield; for example, 0.34 means a 34% yield). (1) The reactants are [Si:1]([O:18][CH2:19][C:20]1[C:25]([S:26]([CH3:29])(=[O:28])=[O:27])=[CH:24][C:23]([NH:30][S:31]([CH3:34])(=[O:33])=[O:32])=[C:22](I)[CH:21]=1)([C:14]([CH3:17])([CH3:16])[CH3:15])([C:8]1[CH:13]=[CH:12][CH:11]=[CH:10][CH:9]=1)[C:2]1[CH:7]=[CH:6][CH:5]=[CH:4][CH:3]=1.[CH3:36][CH:37]([CH3:42])[CH:38]([OH:41])[C:39]#[CH:40]. The catalyst is C1COCC1.CCN(CC)CC.CCOC(C)=O.Cl[Pd](Cl)([P](C1C=CC=CC=1)(C1C=CC=CC=1)C1C=CC=CC=1)[P](C1C=CC=CC=1)(C1C=CC=CC=1)C1C=CC=CC=1.[Cu]I. The product is [Si:1]([O:18][CH2:19][C:20]1[CH:21]=[C:22]2[C:23](=[CH:24][C:25]=1[S:26]([CH3:29])(=[O:28])=[O:27])[N:30]([S:31]([CH3:34])(=[O:33])=[O:32])[C:39]([CH:38]([OH:41])[CH:37]([CH3:42])[CH3:36])=[CH:40]2)([C:14]([CH3:17])([CH3:16])[CH3:15])([C:8]1[CH:13]=[CH:12][CH:11]=[CH:10][CH:9]=1)[C:2]1[CH:7]=[CH:6][CH:5]=[CH:4][CH:3]=1. The yield is 0.900. (2) The reactants are [Cl:1][C:2]1[C:3]([CH2:12][O:13][C:14]2[CH:15]=[N:16][C:17]([CH:21]3[CH2:23][CH2:22]3)=[C:18]([Cl:20])[CH:19]=2)=[CH:4][C:5]([F:11])=[C:6]([CH:10]=1)[C:7](O)=[O:8].[CH3:24][N:25]([C:27](ON1N=NC2C=CC=NC1=2)=[N+](C)C)C.F[P-](F)(F)(F)(F)F.C(N(C(C)C)CC)(C)C.CN[N:59](NC)[SH:60](=[O:62])=[O:61]. The catalyst is ClCCl. The product is [CH2:15]([NH:16][CH2:17][CH3:18])[CH3:14].[Cl:1][C:2]1[C:3]([CH2:12][O:13][C:14]2[CH:15]=[N:16][C:17]([CH:21]3[CH2:23][CH2:22]3)=[C:18]([Cl:20])[CH:19]=2)=[CH:4][C:5]([F:11])=[C:6]([CH:10]=1)[C:7]([NH:59][S:60]([N:25]([CH3:27])[CH3:24])(=[O:62])=[O:61])=[O:8]. The yield is 0.110.